Dataset: Forward reaction prediction with 1.9M reactions from USPTO patents (1976-2016). Task: Predict the product of the given reaction. (1) Given the reactants [N+:1]([C:4]1[CH:19]=[CH:18][C:7]2[C:8](=[O:17])[C:9]3[CH:16]=[CH:15][CH:14]=[CH:13][C:10]=3[O:11][CH2:12][C:6]=2[CH:5]=1)([O-])=O.O.O.[Sn](Cl)Cl.[OH-].[Na+], predict the reaction product. The product is: [NH2:1][C:4]1[CH:19]=[CH:18][C:7]2[C:8](=[O:17])[C:9]3[CH:16]=[CH:15][CH:14]=[CH:13][C:10]=3[O:11][CH2:12][C:6]=2[CH:5]=1. (2) Given the reactants [Br:1][C:2]1[CH:7]=[CH:6][C:5]([C:8]2([N:11]([CH2:16][CH2:17][C:18](=[O:25])[C:19]3[CH:24]=[CH:23][CH:22]=[CH:21][CH:20]=3)[C:12](=[O:15])[O:13][CH3:14])[CH2:10][CH2:9]2)=[CH:4][CH:3]=1.[CH3:26][C:27](=[CH2:31])[CH2:28][Mg]Cl, predict the reaction product. The product is: [Br:1][C:2]1[CH:3]=[CH:4][C:5]([C:8]2([N:11]([CH2:16][CH2:17][C:18]([OH:25])([C:19]3[CH:20]=[CH:21][CH:22]=[CH:23][CH:24]=3)[CH2:28][C:27]([CH3:31])=[CH2:26])[C:12](=[O:15])[O:13][CH3:14])[CH2:9][CH2:10]2)=[CH:6][CH:7]=1.